This data is from Forward reaction prediction with 1.9M reactions from USPTO patents (1976-2016). The task is: Predict the product of the given reaction. (1) Given the reactants [Cl:1][C:2]1[CH:11]=[C:6]([C:7]([O:9][CH3:10])=[O:8])[C:5]([NH2:12])=[CH:4][CH:3]=1.[C:13]1([CH3:23])[CH:18]=[CH:17][C:16]([S:19](Cl)(=[O:21])=[O:20])=[CH:15][CH:14]=1.O, predict the reaction product. The product is: [Cl:1][C:2]1[CH:3]=[CH:4][C:5]([NH:12][S:19]([C:16]2[CH:17]=[CH:18][C:13]([CH3:23])=[CH:14][CH:15]=2)(=[O:21])=[O:20])=[C:6]([C:7]([O:9][CH3:10])=[O:8])[CH:11]=1. (2) The product is: [CH:31]1([C:34]([NH:1][C:2]2[CH:23]=[CH:22][C:5]([O:6][C:7]3[C:12]([C:13]([OH:15])=[O:14])=[CH:11][N:10]=[C:9]([C:16]4[CH:17]=[N:18][CH:19]=[CH:20][CH:21]=4)[N:8]=3)=[CH:4][CH:3]=2)=[O:35])[CH2:33][CH2:32]1. Given the reactants [NH2:1][C:2]1[CH:23]=[CH:22][C:5]([O:6][C:7]2[C:12]([C:13]([OH:15])=[O:14])=[CH:11][N:10]=[C:9]([C:16]3[CH:17]=[N:18][CH:19]=[CH:20][CH:21]=3)[N:8]=2)=[CH:4][CH:3]=1.CCN(CC)CC.[CH:31]1([C:34](Cl)=[O:35])[CH2:33][CH2:32]1.O, predict the reaction product. (3) Given the reactants [C:1]([C:7]1[C:15]2[C:10](=[N:11][CH:12]=[C:13]([NH:16][C:17]3[CH:24]=[CH:23][C:20]([CH:21]=O)=[CH:19][CH:18]=3)[N:14]=2)[N:9]([CH2:25][O:26][CH2:27][CH2:28][Si:29]([CH3:32])([CH3:31])[CH3:30])[CH:8]=1)(=[O:6])[C:2]([CH3:5])([CH3:4])[CH3:3].[CH2:33]([N:35]1[C:39](=[O:40])[CH2:38][S:37][C:36]1=[O:41])[CH3:34].C(O)(=O)C.N1CCCCC1, predict the reaction product. The product is: [CH2:33]([N:35]1[C:39](=[O:40])[C:38](=[CH:21][C:20]2[CH:19]=[CH:18][C:17]([NH:16][C:13]3[N:14]=[C:15]4[C:7]([C:1](=[O:6])[C:2]([CH3:5])([CH3:3])[CH3:4])=[CH:8][N:9]([CH2:25][O:26][CH2:27][CH2:28][Si:29]([CH3:32])([CH3:31])[CH3:30])[C:10]4=[N:11][CH:12]=3)=[CH:24][CH:23]=2)[S:37][C:36]1=[O:41])[CH3:34]. (4) The product is: [ClH:51].[OH:64][C@@H:61]1[CH2:62][CH2:63][N:59]([C:25]([C:24]2[CH:28]=[CH:29][C:21]([C:18]3[N:17]=[C:16]4[N:12]([CH2:11][C:7]5[CH:6]=[C:5]6[C:10](=[CH:9][CH:8]=5)[N:1]=[CH:2][CH:3]=[CH:4]6)[N:13]=[N:14][C:15]4=[CH:20][CH:19]=3)=[CH:22][CH:23]=2)=[O:26])[CH2:60]1. Given the reactants [N:1]1[C:10]2[C:5](=[CH:6][C:7]([CH2:11][N:12]3[C:16]4=[N:17][C:18]([C:21]5[CH:29]=[CH:28][C:24]([C:25](O)=[O:26])=[CH:23][CH:22]=5)=[CH:19][CH:20]=[C:15]4[N:14]=[N:13]3)=[CH:8][CH:9]=2)[CH:4]=[CH:3][CH:2]=1.C1C=CC2N(O)N=NC=2C=1.CCN=C=NCCCN(C)C.[ClH:51].C(N(CC)CC)C.[NH:59]1[CH2:63][CH2:62][C@@H:61]([OH:64])[CH2:60]1, predict the reaction product. (5) Given the reactants Cl.Cl.[CH3:3][C:4]1[CH:9]=[C:8]([CH2:10][NH2:11])[CH:7]=[C:6]([CH3:12])[N:5]=1.CCN(C(C)C)C(C)C.[N:22]1([C:28]([Cl:30])=[O:29])[CH2:27][CH2:26][O:25][CH2:24][CH2:23]1, predict the reaction product. The product is: [ClH:30].[CH3:3][C:4]1[CH:9]=[C:8]([CH2:10][NH:11][C:28]([N:22]2[CH2:27][CH2:26][O:25][CH2:24][CH2:23]2)=[O:29])[CH:7]=[C:6]([CH3:12])[N:5]=1. (6) Given the reactants Br[C:2]1[CH:3]=[C:4]2[C:9](=[CH:10][CH:11]=1)[N:8]=[C:7]([O:12][CH3:13])[C:6]([CH2:14][C:15]1[CH:20]=[CH:19][C:18]([C:21]([F:24])([F:23])[F:22])=[CH:17][CH:16]=1)=[C:5]2[Cl:25].[Li]CCCC.[CH3:31][C:32]1[N:39]=[C:38]([CH3:40])[CH:37]=[CH:36][C:33]=1[CH:34]=[O:35], predict the reaction product. The product is: [Cl:25][C:5]1[C:4]2[C:9](=[CH:10][CH:11]=[C:2]([CH:34]([C:33]3[C:32]([CH3:31])=[N:39][C:38]([CH3:40])=[CH:37][CH:36]=3)[OH:35])[CH:3]=2)[N:8]=[C:7]([O:12][CH3:13])[C:6]=1[CH2:14][C:15]1[CH:20]=[CH:19][C:18]([C:21]([F:24])([F:23])[F:22])=[CH:17][CH:16]=1. (7) Given the reactants [F:1][C:2]([F:26])([F:25])[C:3]1[CH:4]=[C:5]([C:9]2[O:13][N:12]=[C:11]([CH2:14][C:15]3[CH:24]=[CH:23][C:18]([C:19]([O:21]C)=[O:20])=[CH:17][CH:16]=3)[N:10]=2)[CH:6]=[CH:7][CH:8]=1.[OH-].[Li+], predict the reaction product. The product is: [F:25][C:2]([F:1])([F:26])[C:3]1[CH:4]=[C:5]([C:9]2[O:13][N:12]=[C:11]([CH2:14][C:15]3[CH:24]=[CH:23][C:18]([C:19]([OH:21])=[O:20])=[CH:17][CH:16]=3)[N:10]=2)[CH:6]=[CH:7][CH:8]=1. (8) Given the reactants [Cl:1][C:2]1[CH:3]=[C:4]([C:12]2[O:16][N:15]=[C:14]([C:17]3[CH:18]=[CH:19][C:20]([CH2:25]O)=[N:21][C:22]=3[CH2:23][CH3:24])[N:13]=2)[CH:5]=[CH:6][C:7]=1[CH2:8][CH:9]([CH3:11])[CH3:10].C(Br)(Br)(Br)Br.C1(P(C2C=CC=CC=2)C2C=CC=CC=2)C=CC=CC=1.Cl.[NH:52]1[CH2:55][CH:54]([C:56]([O:58][CH3:59])=[O:57])[CH2:53]1.C(N(CC)C(C)C)(C)C, predict the reaction product. The product is: [Cl:1][C:2]1[CH:3]=[C:4]([C:12]2[O:16][N:15]=[C:14]([C:17]3[CH:18]=[CH:19][C:20]([CH2:25][N:52]4[CH2:55][CH:54]([C:56]([O:58][CH3:59])=[O:57])[CH2:53]4)=[N:21][C:22]=3[CH2:23][CH3:24])[N:13]=2)[CH:5]=[CH:6][C:7]=1[CH2:8][CH:9]([CH3:11])[CH3:10].